From a dataset of Reaction yield outcomes from USPTO patents with 853,638 reactions. Predict the reaction yield, written as a fraction of the theoretical maximum amount of product (1.0 means a 100% yield; for example, 0.34 means a 34% yield). (1) The reactants are [N:1]1[CH:6]=[CH:5][N:4]=[CH:3][C:2]=1[C:7]([OH:9])=O.CCN(C(C)C)C(C)C.CN(C(ON1N=NC2C=CC=NC1=2)=[N+](C)C)C.F[P-](F)(F)(F)(F)F.[Cl:43][C:44]1[CH:53]=[CH:52][C:51]2[CH2:50][CH2:49][CH2:48][CH:47]([NH2:54])[C:46]=2[N:45]=1. The catalyst is CN(C=O)C.C([O-])(O)=O.[Na+]. The product is [Cl:43][C:44]1[CH:53]=[CH:52][C:51]2[CH2:50][CH2:49][CH2:48][CH:47]([NH:54][C:7]([C:2]3[CH:3]=[N:4][CH:5]=[CH:6][N:1]=3)=[O:9])[C:46]=2[N:45]=1. The yield is 0.740. (2) The reactants are [CH3:1][N:2]1[C:14]2[C:5](=[C:6]3[C:11](=[CH:12][CH:13]=2)[N:10]=[CH:9][CH:8]=[CH:7]3)[N:4]=[C:3]1[CH:15]([CH3:21])[CH2:16][C:17]([O:19]C)=[O:18].O.[OH-].[Li+]. The catalyst is C(#N)C.O. The product is [CH3:1][N:2]1[C:14]2[C:5](=[C:6]3[C:11](=[CH:12][CH:13]=2)[N:10]=[CH:9][CH:8]=[CH:7]3)[N:4]=[C:3]1[CH:15]([CH3:21])[CH2:16][C:17]([OH:19])=[O:18]. The yield is 0.900. (3) The reactants are [CH:1]1([CH2:7][C:8]2[N:12]([C:13]3[CH:18]=[C:17]([C:19]([CH3:22])([CH3:21])[CH3:20])[CH:16]=[C:15]([C:23]([CH3:26])([CH3:25])[CH3:24])[CH:14]=3)[N:11]=[C:10]([C:27]([NH2:29])=[O:28])[CH:9]=2)[CH2:6][CH2:5][CH2:4][CH2:3][CH2:2]1.C(Cl)[Cl:31]. No catalyst specified. The product is [Cl:31][C:9]1[C:10]([C:27]([NH2:29])=[O:28])=[N:11][N:12]([C:13]2[CH:14]=[C:15]([C:23]([CH3:26])([CH3:25])[CH3:24])[CH:16]=[C:17]([C:19]([CH3:22])([CH3:20])[CH3:21])[CH:18]=2)[C:8]=1[CH2:7][CH:1]1[CH2:2][CH2:3][CH2:4][CH2:5][CH2:6]1. The yield is 0.360. (4) The reactants are [Cl:1][C:2]1[CH:7]=[C:6]([N:8]=[C:9]=[S:10])[CH:5]=[C:4]([Cl:11])[C:3]=1[C:12]1[CH:17]=[CH:16][C:15]([O:18][CH2:19][CH2:20][CH2:21][C:22]#[N:23])=[CH:14][CH:13]=1.[N:24]#[C:25][NH2:26].[Na].[CH3:28]I. The catalyst is CO. The product is [C:25](/[N:26]=[C:9](\[S:10][CH3:28])/[NH:8][C:6]1[CH:7]=[C:2]([Cl:1])[C:3]([C:12]2[CH:13]=[CH:14][C:15]([O:18][CH2:19][CH2:20][CH2:21][C:22]#[N:23])=[CH:16][CH:17]=2)=[C:4]([Cl:11])[CH:5]=1)#[N:24]. The yield is 0.670.